Dataset: Full USPTO retrosynthesis dataset with 1.9M reactions from patents (1976-2016). Task: Predict the reactants needed to synthesize the given product. (1) Given the product [ClH:21].[N:15]1([CH:12]2[CH2:13][CH2:14][CH:11]2[NH2:10])[CH2:19][CH2:18][CH2:17][CH2:16]1, predict the reactants needed to synthesize it. The reactants are: C(OC(=O)[NH:10][CH:11]1[CH2:14][CH2:13][CH:12]1[N:15]1[CH2:19][CH2:18][CH2:17][CH2:16]1)C1C=CC=CC=1.[ClH:21].O1CCOCC1. (2) Given the product [CH3:1][N:2]([CH3:32])[CH2:3][CH2:4][O:5][C:6]1[CH:15]=[CH:14][CH:13]=[C:12]2[C:7]=1[C:8]([NH:16][C:17]1[CH:22]=[CH:21][C:20]([O:23][CH2:24][C:25]3[CH:30]=[C:29]([CH3:28])[O:37][N:26]=3)=[C:19]([CH3:31])[CH:18]=1)=[N:9][CH:10]=[N:11]2, predict the reactants needed to synthesize it. The reactants are: [CH3:1][N:2]([CH3:32])[CH2:3][CH2:4][O:5][C:6]1[CH:15]=[CH:14][CH:13]=[C:12]2[C:7]=1[C:8]([NH:16][C:17]1[CH:22]=[CH:21][C:20]([O:23][CH2:24][C:25]3[CH:30]=[CH:29][CH:28]=C[N:26]=3)=[C:19]([CH3:31])[CH:18]=1)=[N:9][CH:10]=[N:11]2.ClCC1C=C(C)[O:37]N=1. (3) Given the product [CH2:1]([NH:3][C:4]([NH:5][CH2:6][C:7]1[CH:8]=[C:9]([C:13]2[CH:18]=[CH:17][C:16]([C:19]([CH3:31])([CH2:20][CH2:21][CH2:22][NH:23][CH2:24][C:25]([CH3:28])([CH3:27])[CH3:26])[CH3:30])=[CH:15][C:14]=2[OH:32])[CH:10]=[CH:11][CH:12]=1)=[O:33])[CH3:2], predict the reactants needed to synthesize it. The reactants are: [CH2:1]([NH:3][C:4](=[O:33])[NH:5][CH2:6][C:7]1[CH:8]=[C:9]([C:13]2[CH:18]=[CH:17][C:16]([C:19]([CH3:31])([CH3:30])[CH2:20][CH2:21][CH2:22][NH:23][C:24](=O)[C:25]([CH3:28])([CH3:27])[CH3:26])=[CH:15][C:14]=2[OH:32])[CH:10]=[CH:11][CH:12]=1)[CH3:2].[H-].[Al+3].[Li+].[H-].[H-].[H-]. (4) Given the product [CH3:1][C:2]1[CH:12]=[CH:11][C:5]2[NH:6][C:7](=[O:10])[CH2:8][O:9][C:4]=2[C:3]=1[CH2:13][CH2:14][N:30]1[CH2:31][CH2:32][CH:27]([C:23]2[CH:22]=[CH:21][CH:20]=[C:19]3[C:24]=2[CH:25]=[CH:26][C:17]([CH3:16])=[N:18]3)[CH2:28][CH2:29]1, predict the reactants needed to synthesize it. The reactants are: [CH3:1][C:2]1[CH:12]=[CH:11][C:5]2[NH:6][C:7](=[O:10])[CH2:8][O:9][C:4]=2[C:3]=1[CH2:13][CH:14]=O.[CH3:16][C:17]1[CH:26]=[CH:25][C:24]2[C:19](=[CH:20][CH:21]=[CH:22][C:23]=2[CH:27]2[CH2:32][CH2:31][NH:30][CH2:29][CH2:28]2)[N:18]=1. (5) The reactants are: C([Li])CCC.Br[C:7]1[CH:12]=[C:11]([CH3:13])[N:10]=[C:9]([CH:14]([F:16])[F:15])[CH:8]=1.[Br:17][C:18]1[CH:19]=[C:20]([C:24]([C:32]2[C:33]([C:38]#[N:39])=[N:34][CH:35]=[CH:36][CH:37]=2)=[N:25]S(C(C)(C)C)=O)[CH:21]=[CH:22][CH:23]=1.Cl.C(OCC)C. Given the product [Br:17][C:18]1[CH:19]=[C:20]([C:24]2([C:7]3[CH:12]=[C:11]([CH3:13])[N:10]=[C:9]([CH:14]([F:16])[F:15])[CH:8]=3)[C:32]3[C:33](=[N:34][CH:35]=[CH:36][CH:37]=3)[C:38]([NH2:39])=[N:25]2)[CH:21]=[CH:22][CH:23]=1, predict the reactants needed to synthesize it. (6) Given the product [CH2:45]([N:32]1[CH2:31][CH2:30][CH:29]([NH:28][C:25]2[N:24]=[CH:23][C:22]3[CH2:21][CH2:20][C:19]4[C:15]([C:13]([NH:12][C:5]5[C:4]([CH2:2][CH3:3])=[CH:9][CH:8]=[CH:7][C:6]=5[CH2:10][CH3:11])=[O:14])=[N:16][N:17]([CH3:35])[C:18]=4[C:27]=3[N:26]=2)[CH2:34][CH2:33]1)[C:46]1[CH:51]=[CH:50][CH:49]=[CH:48][CH:47]=1, predict the reactants needed to synthesize it. The reactants are: Cl.[CH2:2]([C:4]1[CH:9]=[CH:8][CH:7]=[C:6]([CH2:10][CH3:11])[C:5]=1[NH:12][C:13]([C:15]1[C:19]2[CH2:20][CH2:21][C:22]3[CH:23]=[N:24][C:25]([NH:28][CH:29]4[CH2:34][CH2:33][NH:32][CH2:31][CH2:30]4)=[N:26][C:27]=3[C:18]=2[N:17]([CH3:35])[N:16]=1)=[O:14])[CH3:3].CCN(C(C)C)C(C)C.[CH2:45](Br)[C:46]1[CH:51]=[CH:50][CH:49]=[CH:48][CH:47]=1. (7) Given the product [CH2:17]([O:24][C:25](=[O:26])[NH:27][CH2:28][C:29](=[O:30])[C:31]1[CH:32]=[CH:33][C:34]([C:35](=[O:36])[NH:1][C:2]2[CH:7]=[CH:6][N:5]=[CH:4][CH:3]=2)=[CH:38][CH:39]=1)[C:18]1[CH:23]=[CH:22][CH:21]=[CH:20][CH:19]=1, predict the reactants needed to synthesize it. The reactants are: [NH2:1][C:2]1[CH:7]=[CH:6][N:5]=[CH:4][CH:3]=1.CCN(C(C)C)C(C)C.[CH2:17]([O:24][C:25]([NH:27][CH2:28][C:29]([C:31]1[CH:39]=[CH:38][C:34]([C:35](Cl)=[O:36])=[CH:33][CH:32]=1)=[O:30])=[O:26])[C:18]1[CH:23]=[CH:22][CH:21]=[CH:20][CH:19]=1. (8) Given the product [CH3:23][C@H:21]1[O:22][C@@H:17]([CH3:16])[CH2:18][N:19]([C:6](=[NH:7])[NH2:8])[CH2:20]1, predict the reactants needed to synthesize it. The reactants are: S(O)(O)(=O)=O.[C:6](SC)(=[NH:8])[NH2:7].CSC(=N)N.[CH3:16][C@@H:17]1[O:22][C@H:21]([CH3:23])[CH2:20][NH:19][CH2:18]1.O.O.[Cl-].[Ba+2].[Cl-]. (9) The reactants are: [Br:1][C:2]1[CH:3]=[C:4]([F:10])[C:5]([CH3:9])=[C:6]([F:8])[CH:7]=1.[Br:11]N1C(=O)CCC1=O. Given the product [Br:1][C:2]1[CH:7]=[C:6]([F:8])[C:5]([CH2:9][Br:11])=[C:4]([F:10])[CH:3]=1, predict the reactants needed to synthesize it.